This data is from Full USPTO retrosynthesis dataset with 1.9M reactions from patents (1976-2016). The task is: Predict the reactants needed to synthesize the given product. (1) Given the product [NH2:1][C:2]1[N:3]=[C:4]([O:24][CH2:22][CH3:23])[C:5]2[N:11]=[C:10]([C:12]3[CH:17]=[CH:16][C:15]([F:18])=[CH:14][CH:13]=3)[CH:9]=[CH:8][C:6]=2[N:7]=1, predict the reactants needed to synthesize it. The reactants are: [NH2:1][C:2]1[N:3]=[C:4](SC)[C:5]2[N:11]=[C:10]([C:12]3[CH:17]=[CH:16][C:15]([F:18])=[CH:14][CH:13]=3)[CH:9]=[CH:8][C:6]=2[N:7]=1.[Na].[CH2:22]([OH:24])[CH3:23]. (2) Given the product [F:25][CH:2]([F:1])[O:3][C:4]1[C:9]([F:10])=[CH:8][C:7]([F:11])=[CH:6][C:5]=1[CH:12]1[CH2:13][CH2:14][N:15]([C:18]([O:20][C:21]([CH3:23])([CH3:22])[CH3:24])=[O:19])[CH2:16][CH2:17]1, predict the reactants needed to synthesize it. The reactants are: [F:1][CH:2]([F:25])[O:3][C:4]1[C:9]([F:10])=[CH:8][C:7]([F:11])=[CH:6][C:5]=1[C:12]1[CH2:17][CH2:16][N:15]([C:18]([O:20][C:21]([CH3:24])([CH3:23])[CH3:22])=[O:19])[CH2:14][CH:13]=1.[H][H]. (3) Given the product [C:17]([C:13]1[CH:12]=[C:11]([CH2:10][CH2:9][OH:8])[CH:16]=[CH:15][N:14]=1)#[N:18], predict the reactants needed to synthesize it. The reactants are: [Si]([O:8][CH2:9][CH2:10][C:11]1[CH:16]=[CH:15][N:14]=[C:13]([C:17]#[N:18])[CH:12]=1)(C(C)(C)C)(C)C.[F-].C([N+](CCCC)(CCCC)CCCC)CCC. (4) Given the product [CH2:1]([C:8]1[C:13](=[O:14])[N:12]2[CH2:15][CH2:16][CH2:17][CH2:18][C:11]2=[N:10][C:9]=1[CH:19]([OH:20])[CH2:21][CH3:22])[C:2]1[CH:7]=[CH:6][CH:5]=[CH:4][CH:3]=1, predict the reactants needed to synthesize it. The reactants are: [CH2:1]([C:8]1[C:13](=[O:14])[N:12]2[CH2:15][CH2:16][CH2:17][CH2:18][C:11]2=[N:10][C:9]=1[CH:19]=[O:20])[C:2]1[CH:7]=[CH:6][CH:5]=[CH:4][CH:3]=1.[CH2:21]([Mg]Br)[CH3:22]. (5) Given the product [N:1]1([C:52]([C:48]2[N:49]=[CH:50][N:51]=[C:46]([N:43]3[CH2:44][CH2:45][CH:40]([N:39]4[CH2:38][CH2:37][C:36]5[CH:55]=[CH:56][CH:57]=[CH:58][C:35]=5[NH:34][C:33]4=[O:32])[CH2:41][CH2:42]3)[CH:47]=2)=[O:53])[C:9]2[C:4](=[CH:5][CH:6]=[CH:7][CH:8]=2)[CH2:3][CH2:2]1, predict the reactants needed to synthesize it. The reactants are: [NH:1]1[C:9]2[C:4](=[CH:5][CH:6]=[CH:7][CH:8]=2)[CH2:3][CH2:2]1.CN(C(ON1N=NC2C=CC=CC1=2)=[N+](C)C)C.[B-](F)(F)(F)F.[O:32]=[C:33]1[N:39]([CH:40]2[CH2:45][CH2:44][N:43]([C:46]3[N:51]=[CH:50][N:49]=[C:48]([C:52](O)=[O:53])[CH:47]=3)[CH2:42][CH2:41]2)[CH2:38][CH2:37][C:36]2[CH:55]=[CH:56][CH:57]=[CH:58][C:35]=2[NH:34]1.C(N(CC)CC)C. (6) Given the product [CH:1]([C:4]1[CH:9]=[CH:8][CH:7]=[CH:6][C:5]=1[S:10][C:11]1[CH:16]=[CH:15][C:14](/[CH:17]=[CH:18]/[C:19]([N:21]2[CH2:26][CH2:25][CH2:24][CH:23]([C:27]([OH:29])=[O:28])[CH2:22]2)=[O:20])=[CH:13][C:12]=1[N+:32]([O-:34])=[O:33])([CH3:3])[CH3:2], predict the reactants needed to synthesize it. The reactants are: [CH:1]([C:4]1[CH:9]=[CH:8][CH:7]=[CH:6][C:5]=1[S:10][C:11]1[CH:16]=[CH:15][C:14](/[CH:17]=[CH:18]/[C:19]([N:21]2[CH2:26][CH2:25][CH2:24][CH:23]([C:27]([O:29]CC)=[O:28])[CH2:22]2)=[O:20])=[CH:13][C:12]=1[N+:32]([O-:34])=[O:33])([CH3:3])[CH3:2].[OH-].[K+].[OH-].[Na+]. (7) Given the product [NH2:21][C:19]1[S:20][C:3]2[C:2]([NH:22][CH:23]([CH3:29])[CH2:24][O:25][CH2:26][CH2:27][OH:28])=[N:7][C:6]([S:8][CH2:9][C:10]3[CH:15]=[CH:14][CH:13]=[C:12]([F:16])[C:11]=3[F:17])=[N:5][C:4]=2[N:18]=1, predict the reactants needed to synthesize it. The reactants are: Cl[C:2]1[C:3]2[S:20][C:19]([NH2:21])=[N:18][C:4]=2[N:5]=[C:6]([S:8][CH2:9][C:10]2[CH:15]=[CH:14][CH:13]=[C:12]([F:16])[C:11]=2[F:17])[N:7]=1.[NH2:22][CH:23]([CH3:29])[CH2:24][O:25][CH2:26][CH2:27][OH:28].